From a dataset of Reaction yield outcomes from USPTO patents with 853,638 reactions. Predict the reaction yield, written as a fraction of the theoretical maximum amount of product (1.0 means a 100% yield; for example, 0.34 means a 34% yield). (1) The reactants are [CH3:1][C:2]1[CH:18]=[CH:17][C:5]([N:6]=[CH:7][C:8]2[CH:13]=[CH:12][CH:11]=[CH:10][C:9]=2[N+:14]([O-:16])=[O:15])=[CH:4][CH:3]=1.B(F)(F)F.CCOCC.[CH2:28]=[C:29]([CH3:31])[CH3:30]. The catalyst is C(#N)C. The product is [CH3:28][C:29]1([CH3:31])[C:4]2[C:5](=[CH:17][CH:18]=[C:2]([CH3:1])[CH:3]=2)[NH:6][CH:7]([C:8]2[CH:13]=[CH:12][CH:11]=[CH:10][C:9]=2[N+:14]([O-:16])=[O:15])[CH2:30]1. The yield is 0.854. (2) The reactants are [CH3:1][O:2][C:3](=[O:10])[CH2:4][C:5]1[S:6][CH:7]=[CH:8][CH:9]=1.Cl.[CH2:12]=O.[CH3:14][S:15]([NH2:18])(=[O:17])=[O:16]. The yield is 0.690. The catalyst is O1CCOCC1.[Cl-].[Zn+2].[Cl-].CCOC(C)=O. The product is [CH3:1][O:2][C:3](=[O:10])[CH2:4][C:5]1[S:6][C:7]([CH2:12][NH:18][S:15]([CH3:14])(=[O:17])=[O:16])=[CH:8][CH:9]=1.